This data is from HIV replication inhibition screening data with 41,000+ compounds from the AIDS Antiviral Screen. The task is: Binary Classification. Given a drug SMILES string, predict its activity (active/inactive) in a high-throughput screening assay against a specified biological target. The drug is CCCCCCNC(=O)C(=Cc1ccc(OC)cc1)NC(=O)c1ccccc1. The result is 0 (inactive).